Dataset: TCR-epitope binding with 47,182 pairs between 192 epitopes and 23,139 TCRs. Task: Binary Classification. Given a T-cell receptor sequence (or CDR3 region) and an epitope sequence, predict whether binding occurs between them. (1) The epitope is EILDITPCSF. The TCR CDR3 sequence is CASSFRGGEQFF. Result: 1 (the TCR binds to the epitope). (2) The epitope is NEGVKAAW. The TCR CDR3 sequence is CASSYYSGGTETQYF. Result: 1 (the TCR binds to the epitope). (3) The epitope is GTITVEELK. The TCR CDR3 sequence is CATSRTSGEEQYF. Result: 0 (the TCR does not bind to the epitope).